From a dataset of Reaction yield outcomes from USPTO patents with 853,638 reactions. Predict the reaction yield, written as a fraction of the theoretical maximum amount of product (1.0 means a 100% yield; for example, 0.34 means a 34% yield). (1) The reactants are [CH3:1][C:2]1([CH3:12])[O:6][C:5](=[CH:7][C:8]([OH:10])=O)[C:4](=[O:11])[O:3]1.[Cl:13][C:14]1[CH:31]=[CH:30][C:17]([CH2:18][CH:19]([NH:28][CH3:29])[CH2:20][C:21]2[CH:26]=[CH:25][C:24]([Cl:27])=[CH:23][CH:22]=2)=[CH:16][CH:15]=1.F[P-](F)(F)(F)(F)F.N1(O[P+](N2CCCC2)(N2CCCC2)N2CCCC2)C2C=CC=CC=2N=N1.C(N(CC)CC)C. The catalyst is C(#N)C.C(OCC)(=O)C. The product is [Cl:13][C:14]1[CH:15]=[CH:16][C:17]([CH2:18][CH:19]([N:28]([CH3:29])[C:8](=[O:10])[CH:7]=[C:5]2[C:4](=[O:11])[O:3][C:2]([CH3:1])([CH3:12])[O:6]2)[CH2:20][C:21]2[CH:26]=[CH:25][C:24]([Cl:27])=[CH:23][CH:22]=2)=[CH:30][CH:31]=1. The yield is 0.970. (2) The reactants are [C:1]([Si:5]([CH3:20])([CH3:19])[O:6][CH2:7][CH2:8][NH:9][C:10]1[N:17]=[C:16](Cl)[CH:15]=[CH:14][C:11]=1[C:12]#[N:13])([CH3:4])([CH3:3])[CH3:2].[Br:21][C:22]1[CH:41]=[CH:40][C:25]([O:26]C2C=CC(C#N)=C(OCC(F)F)N=2)=[CH:24][C:23]=1[CH:42]=[O:43].C([O-])([O-])=O.[K+].[K+]. The catalyst is CN(C=O)C. The product is [Br:21][C:22]1[CH:41]=[CH:40][C:25]([O:26][C:16]2[CH:15]=[CH:14][C:11]([C:12]#[N:13])=[C:10]([NH:9][CH2:8][CH2:7][O:6][Si:5]([C:1]([CH3:4])([CH3:3])[CH3:2])([CH3:20])[CH3:19])[N:17]=2)=[CH:24][C:23]=1[CH:42]=[O:43]. The yield is 0.750. (3) The reactants are [CH3:1][O:2][C:3]1[CH:4]=[C:5]([CH2:11][O:12][C:13]2[CH:14]=[C:15]([NH2:18])[NH:16][N:17]=2)[CH:6]=[C:7]([O:9][CH3:10])[CH:8]=1.[CH:19]1([N:23]2[CH2:28][CH2:27][N:26]([C:29]3[CH:39]=[CH:38][C:32]([C:33](OCC)=[O:34])=[CH:31][CH:30]=3)[CH2:25][CH2:24]2)[CH2:22][CH2:21][CH2:20]1.C[Al](C)C.CC(C)=O. The catalyst is C1(C)C=CC=CC=1.C(#N)C. The product is [CH:19]1([N:23]2[CH2:28][CH2:27][N:26]([C:29]3[CH:39]=[CH:38][C:32]([C:33]([NH:18][C:15]4[NH:16][N:17]=[C:13]([O:12][CH2:11][C:5]5[CH:4]=[C:3]([O:2][CH3:1])[CH:8]=[C:7]([O:9][CH3:10])[CH:6]=5)[CH:14]=4)=[O:34])=[CH:31][CH:30]=3)[CH2:25][CH2:24]2)[CH2:20][CH2:21][CH2:22]1. The yield is 0.232. (4) The reactants are [C:1]([C:5]1[CH:9]=[C:8]([NH:10][C:11]([NH:13][C:14]2[CH:19]=[C:18]([C:20]3[C:31](=[O:32])[N:30]([CH3:33])[C:23]4[N:24]=[C:25](SC)[N:26]=[CH:27][C:22]=4[CH:21]=3)[C:17]([Cl:34])=[CH:16][C:15]=2[F:35])=[O:12])[N:7]([CH3:36])[N:6]=1)([CH3:4])([CH3:3])[CH3:2].[CH3:37][NH2:38].C1COCC1. No catalyst specified. The product is [C:1]([C:5]1[CH:9]=[C:8]([NH:10][C:11]([NH:13][C:14]2[CH:19]=[C:18]([C:20]3[C:31](=[O:32])[N:30]([CH3:33])[C:23]4[N:24]=[C:25]([NH:38][CH3:37])[N:26]=[CH:27][C:22]=4[CH:21]=3)[C:17]([Cl:34])=[CH:16][C:15]=2[F:35])=[O:12])[N:7]([CH3:36])[N:6]=1)([CH3:4])([CH3:3])[CH3:2]. The yield is 0.230. (5) The reactants are [C:1]1([CH2:11][NH:12][C:13](=[O:24])[NH:14][O:15][CH2:16][C:17]([O:19]C(C)(C)C)=[O:18])[C:10]2[C:5](=[CH:6][CH:7]=[CH:8][CH:9]=2)[CH:4]=[CH:3][CH:2]=1.Cl.O1CCOCC1. No catalyst specified. The product is [C:1]1([CH2:11][NH:12][C:13](=[O:24])[NH:14][O:15][CH2:16][C:17]([OH:19])=[O:18])[C:10]2[C:5](=[CH:6][CH:7]=[CH:8][CH:9]=2)[CH:4]=[CH:3][CH:2]=1. The yield is 1.00. (6) The reactants are [C:1]([CH2:4][C:5]1[CH:10]=[CH:9][C:8]([CH2:11][CH2:12][CH2:13][CH2:14]OS(C)(=O)=O)=[CH:7][CH:6]=1)([OH:3])=[O:2].[N-:20]=[N+:21]=[N-:22].[Na+]. The catalyst is CN(C=O)C. The product is [C:1]([CH2:4][C:5]1[CH:10]=[CH:9][C:8]([CH2:11][CH2:12][CH2:13][CH2:14][N:20]=[N+:21]=[N-:22])=[CH:7][CH:6]=1)([OH:3])=[O:2]. The yield is 0.850. (7) The reactants are O[CH2:2][C:3]1[CH:12]=[N:11][C:10]2[N:9]3[CH2:13][CH2:14][CH2:15][C@H:8]3[C:7](=[O:16])[NH:6][C:5]=2[CH:4]=1.Cl.Cl.[CH:19]1([NH:22][C:23](=[O:37])[C:24]2[CH:29]=[CH:28][C:27]([N:30]3[CH2:35][CH2:34][NH:33][CH2:32][CH2:31]3)=[C:26]([CH3:36])[CH:25]=2)[CH2:21][CH2:20]1.[I-].C(C[P+](C)(C)C)#N.C(N(C(C)C)C(C)C)C. The catalyst is C(#N)CC. The product is [CH:19]1([NH:22][C:23](=[O:37])[C:24]2[CH:29]=[CH:28][C:27]([N:30]3[CH2:31][CH2:32][N:33]([CH2:2][C:3]4[CH:12]=[N:11][C:10]5[N:9]6[CH2:13][CH2:14][CH2:15][C@H:8]6[C:7](=[O:16])[NH:6][C:5]=5[CH:4]=4)[CH2:34][CH2:35]3)=[C:26]([CH3:36])[CH:25]=2)[CH2:21][CH2:20]1. The yield is 0.297. (8) The reactants are N1(C([O-])=O)CCCCC1.[CH3:10][O:11][CH2:12][C:13]1[CH:14]=[CH:15][C:16]([O:49][C:50]([F:53])([F:52])[F:51])=[C:17]([CH:48]=1)[CH2:18][NH:19][C:20](=[O:47])[NH:21][C:22]1[N:26]([C:27]2[CH:32]=[CH:31][CH:30]=[CH:29][CH:28]=2)[N:25]=[C:24]([O:33][C@@H:34]2[CH2:38][CH2:37][N:36](C(OC(C)(C)C)=O)[CH2:35]2)[C:23]=1[CH3:46]. No catalyst specified. The product is [CH3:10][O:11][CH2:12][C:13]1[CH:14]=[CH:15][C:16]([O:49][C:50]([F:52])([F:53])[F:51])=[C:17]([CH:48]=1)[CH2:18][NH:19][C:20]([NH:21][C:22]1[N:26]([C:27]2[CH:28]=[CH:29][CH:30]=[CH:31][CH:32]=2)[N:25]=[C:24]([O:33][C@@H:34]2[CH2:38][CH2:37][NH:36][CH2:35]2)[C:23]=1[CH3:46])=[O:47]. The yield is 0.350. (9) The reactants are Br[CH:2]([CH3:6])[C:3](=O)[CH3:4].[C:7]([CH:10]1[CH2:15][CH2:14][N:13](C(OC(C)(C)C)=O)[CH2:12][CH2:11]1)(=[S:9])[NH2:8]. The catalyst is C(O)C. The product is [CH3:4][C:3]1[N:8]=[C:7]([CH:10]2[CH2:15][CH2:14][NH:13][CH2:12][CH2:11]2)[S:9][C:2]=1[CH3:6]. The yield is 0.130. (10) The reactants are [F:1][C:2]1[CH:7]=[CH:6][C:5]([C:8]2[C:12]([CH2:13][O:14][C:15]3[CH:16]=[C:17]([C:21](O)=[O:22])[N:18]([CH3:20])[N:19]=3)=[C:11]([CH3:24])[O:10][N:9]=2)=[CH:4][CH:3]=1.C([O-])(=O)C([O-])=O.[CH2:31]1[C:34]2([CH2:37][NH2+:36][CH2:35]2)[CH2:33][O:32]1.[CH2:31]1[C:34]2([CH2:37][NH2+:36][CH2:35]2)[CH2:33][O:32]1. No catalyst specified. The product is [F:1][C:2]1[CH:7]=[CH:6][C:5]([C:8]2[C:12]([CH2:13][O:14][C:15]3[CH:16]=[C:17]([C:21]([N:36]4[CH2:37][C:34]5([CH2:31][O:32][CH2:33]5)[CH2:35]4)=[O:22])[N:18]([CH3:20])[N:19]=3)=[C:11]([CH3:24])[O:10][N:9]=2)=[CH:4][CH:3]=1. The yield is 0.490.